From a dataset of Tox21: 12 toxicity assays (nuclear receptors and stress response pathways). Binary classification across 12 toxicity assays. (1) The compound is C=CCSSCC=C. It tested positive (active) for: SR-p53 (p53 tumor suppressor activation). (2) The molecule is CCCCc1oc2ccc(NS(C)(=O)=O)cc2c1C(=O)c1ccc(OCCCN(CCCC)CCCC)cc1. It tested positive (active) for: SR-HSE (Heat Shock Element response). (3) The compound is CN[C@@H]1C[C@@H](c2ccc(Cl)c(Cl)c2)c2ccccc21. It tested positive (active) for: NR-AhR (Aryl hydrocarbon Receptor agonist activity). (4) The molecule is Cc1cc(O)c2c(O)c3c(O)cccc3cc2c1. It tested positive (active) for: NR-AhR (Aryl hydrocarbon Receptor agonist activity), NR-PPAR-gamma (PPAR-gamma nuclear receptor agonist), SR-ARE (Antioxidant Response Element (oxidative stress)), and SR-MMP (Mitochondrial Membrane Potential disruption). (5) The drug is Nc1cc(Cl)c([N+](=O)[O-])cc1O. It tested positive (active) for: SR-ARE (Antioxidant Response Element (oxidative stress)), and SR-MMP (Mitochondrial Membrane Potential disruption).